The task is: Predict which catalyst facilitates the given reaction.. This data is from Catalyst prediction with 721,799 reactions and 888 catalyst types from USPTO. (1) Reactant: [F:1][C:2]1([CH2:15][OH:16])[CH2:7][CH2:6][N:5](C(OC(C)(C)C)=O)[CH2:4][CH2:3]1.[ClH:17].CCOCC. Product: [ClH:17].[F:1][C:2]1([CH2:15][OH:16])[CH2:7][CH2:6][NH:5][CH2:4][CH2:3]1. The catalyst class is: 28. (2) Reactant: [NH2:1][C:2]1[CH:7]=[CH:6][C:5]([C:8](=[O:11])[CH2:9][CH3:10])=[CH:4][C:3]=1[N+:12]([O-])=O. Product: [NH2:12][C:3]1[CH:4]=[C:5]([C:8](=[O:11])[CH2:9][CH3:10])[CH:6]=[CH:7][C:2]=1[NH2:1]. The catalyst class is: 19.